Regression. Given two drug SMILES strings and cell line genomic features, predict the synergy score measuring deviation from expected non-interaction effect. From a dataset of NCI-60 drug combinations with 297,098 pairs across 59 cell lines. (1) Drug 1: C1=CC(=CC=C1C#N)C(C2=CC=C(C=C2)C#N)N3C=NC=N3. Drug 2: CNC(=O)C1=NC=CC(=C1)OC2=CC=C(C=C2)NC(=O)NC3=CC(=C(C=C3)Cl)C(F)(F)F. Cell line: OVCAR-8. Synergy scores: CSS=-1.35, Synergy_ZIP=-0.195, Synergy_Bliss=-3.73, Synergy_Loewe=-1.24, Synergy_HSA=-4.61. (2) Drug 1: CC1=C(C(CCC1)(C)C)C=CC(=CC=CC(=CC(=O)O)C)C. Drug 2: B(C(CC(C)C)NC(=O)C(CC1=CC=CC=C1)NC(=O)C2=NC=CN=C2)(O)O. Cell line: SW-620. Synergy scores: CSS=29.0, Synergy_ZIP=-0.931, Synergy_Bliss=-6.01, Synergy_Loewe=-60.7, Synergy_HSA=-8.28. (3) Drug 1: CCCCC(=O)OCC(=O)C1(CC(C2=C(C1)C(=C3C(=C2O)C(=O)C4=C(C3=O)C=CC=C4OC)O)OC5CC(C(C(O5)C)O)NC(=O)C(F)(F)F)O. Drug 2: C1CN(P(=O)(OC1)NCCCl)CCCl. Cell line: SNB-19. Synergy scores: CSS=51.9, Synergy_ZIP=1.91, Synergy_Bliss=2.29, Synergy_Loewe=-25.7, Synergy_HSA=1.72. (4) Drug 1: CC(C1=C(C=CC(=C1Cl)F)Cl)OC2=C(N=CC(=C2)C3=CN(N=C3)C4CCNCC4)N. Drug 2: C1CCN(CC1)CCOC2=CC=C(C=C2)C(=O)C3=C(SC4=C3C=CC(=C4)O)C5=CC=C(C=C5)O. Cell line: SK-MEL-28. Synergy scores: CSS=7.34, Synergy_ZIP=6.20, Synergy_Bliss=15.2, Synergy_Loewe=7.56, Synergy_HSA=9.24. (5) Drug 1: CCC(=C(C1=CC=CC=C1)C2=CC=C(C=C2)OCCN(C)C)C3=CC=CC=C3.C(C(=O)O)C(CC(=O)O)(C(=O)O)O. Drug 2: CC1=C(C=C(C=C1)C(=O)NC2=CC(=CC(=C2)C(F)(F)F)N3C=C(N=C3)C)NC4=NC=CC(=N4)C5=CN=CC=C5. Cell line: MDA-MB-231. Synergy scores: CSS=-2.93, Synergy_ZIP=-0.432, Synergy_Bliss=-0.932, Synergy_Loewe=-11.3, Synergy_HSA=-8.26. (6) Cell line: TK-10. Synergy scores: CSS=25.5, Synergy_ZIP=-4.52, Synergy_Bliss=3.13, Synergy_Loewe=-21.8, Synergy_HSA=1.10. Drug 2: CC=C1C(=O)NC(C(=O)OC2CC(=O)NC(C(=O)NC(CSSCCC=C2)C(=O)N1)C(C)C)C(C)C. Drug 1: CCC1(CC2CC(C3=C(CCN(C2)C1)C4=CC=CC=C4N3)(C5=C(C=C6C(=C5)C78CCN9C7C(C=CC9)(C(C(C8N6C=O)(C(=O)OC)O)OC(=O)C)CC)OC)C(=O)OC)O.OS(=O)(=O)O.